This data is from Forward reaction prediction with 1.9M reactions from USPTO patents (1976-2016). The task is: Predict the product of the given reaction. (1) Given the reactants [Cl:1][C:2]1[N:6]2[CH:7]=[C:8]([C:15]3[CH:16]=[N:17][CH:18]=[CH:19][CH:20]=3)[CH:9]=[C:10]([C:11]([F:14])([F:13])[F:12])[C:5]2=[N:4][C:3]=1[C:21](OC)=[O:22].[OH-].[Na+].Cl.Cl.[NH:29]1[CH2:34][CH2:33][CH:32]([N:35]2[CH2:39][CH2:38][O:37][C:36]2=[O:40])[CH2:31][CH2:30]1.C(N(C(C)C)C(C)C)C.F[P-](F)(F)(F)(F)F.CN(C(ON1C2=NC=CC=C2N=N1)=[N+](C)C)C, predict the reaction product. The product is: [Cl:1][C:2]1[N:6]2[CH:7]=[C:8]([C:15]3[CH:16]=[N:17][CH:18]=[CH:19][CH:20]=3)[CH:9]=[C:10]([C:11]([F:12])([F:13])[F:14])[C:5]2=[N:4][C:3]=1[C:21]([N:29]1[CH2:30][CH2:31][CH:32]([N:35]2[CH2:39][CH2:38][O:37][C:36]2=[O:40])[CH2:33][CH2:34]1)=[O:22]. (2) Given the reactants Cl[C:2]1[C:11]2[C:6](=[CH:7][CH:8]=[CH:9][CH:10]=2)[CH:5]=[C:4]([Cl:12])[N:3]=1.NC1C=CC=CN=1.[CH3:20][O:21][Na], predict the reaction product. The product is: [Cl:12][C:4]1[N:3]=[C:2]([O:21][CH3:20])[C:11]2[C:6]([CH:5]=1)=[CH:7][CH:8]=[CH:9][CH:10]=2. (3) Given the reactants COC1C=C(OC)C=CC=1C[N:6]1[C:10]2[N:11]=[C:12]([C:15]3[C:23]4[C:18](=[N:19][CH:20]=[C:21]([F:24])[CH:22]=4)[N:17]([CH2:25][C:26]4[CH:31]=[CH:30][CH:29]=[CH:28][C:27]=4[F:32])[N:16]=3)[N:13]=[CH:14][C:9]=2[N:8]([CH3:33])[S:7]1(=[O:35])=[O:34].C([SiH](CC)CC)C, predict the reaction product. The product is: [F:24][C:21]1[CH:22]=[C:23]2[C:15]([C:12]3[N:13]=[CH:14][C:9]4[N:8]([CH3:33])[S:7](=[O:34])(=[O:35])[NH:6][C:10]=4[N:11]=3)=[N:16][N:17]([CH2:25][C:26]3[CH:31]=[CH:30][CH:29]=[CH:28][C:27]=3[F:32])[C:18]2=[N:19][CH:20]=1. (4) The product is: [F:9][C:10]1[CH:15]=[CH:14][C:13]([CH2:16][C:17]([NH:8][C:4]2[CH:5]=[N:6][O:7][C:3]=2[CH3:2])=[O:18])=[CH:12][CH:11]=1. Given the reactants Cl.[CH3:2][C:3]1[O:7][N:6]=[CH:5][C:4]=1[NH2:8].[F:9][C:10]1[CH:15]=[CH:14][C:13]([CH2:16][C:17](Cl)=[O:18])=[CH:12][CH:11]=1, predict the reaction product. (5) The product is: [CH:4]1([CH:10]([OH:11])[C:1]#[N:2])[CH2:9][CH2:8][CH2:7][CH2:6][CH2:5]1. Given the reactants [C-:1]#[N:2].[K+].[CH:4]1([CH:10]=[O:11])[CH2:9][CH2:8][CH2:7][CH2:6][CH2:5]1, predict the reaction product. (6) Given the reactants [C:1]([C:5]1[CH:10]=[CH:9][CH:8]=[CH:7][C:6]=1[OH:11])([CH3:4])([CH3:3])[CH3:2].[N+:12]([O-])([OH:14])=[O:13], predict the reaction product. The product is: [C:1]([C:5]1[CH:10]=[C:9]([N+:12]([O-:14])=[O:13])[CH:8]=[CH:7][C:6]=1[OH:11])([CH3:4])([CH3:2])[CH3:3]. (7) Given the reactants F[C:2](F)(F)[C:3]([O-])=O.[C:8]1([CH3:16])[CH:13]=[CH:12][CH:11]=[CH:10][C:9]=1[CH2:14][NH2:15].[S:17]1[CH:21]=[CH:20][N:19]=[C:18]1[N:22]1[CH:26]=[CH:25][CH:24]=[C:23]1[CH:27]=O, predict the reaction product. The product is: [CH3:16][C:8]1[CH:13]=[CH:12][CH:11]=[CH:10][C:9]=1[CH2:14][N:15]([CH2:27][C:23]1[N:22]([C:18]2[S:17][CH:2]=[CH:3][N:19]=2)[CH:26]=[CH:25][CH:24]=1)[CH2:27][C:23]1[N:22]([C:18]2[S:17][CH:21]=[CH:20][N:19]=2)[CH:26]=[CH:25][CH:24]=1.